From a dataset of Peptide-MHC class I binding affinity with 185,985 pairs from IEDB/IMGT. Regression. Given a peptide amino acid sequence and an MHC pseudo amino acid sequence, predict their binding affinity value. This is MHC class I binding data. (1) The peptide sequence is RPVSPGKDI. The MHC is HLA-A02:01 with pseudo-sequence HLA-A02:01. The binding affinity (normalized) is 0.0847. (2) The peptide sequence is LTTIAYEEEE. The binding affinity (normalized) is 0.187. The MHC is Mamu-A01 with pseudo-sequence Mamu-A01.